The task is: Predict the product of the given reaction.. This data is from Forward reaction prediction with 1.9M reactions from USPTO patents (1976-2016). (1) Given the reactants [Br:1][CH2:2][CH2:3][CH2:4][CH2:5]Br.C(=O)([O-])[O-].[K+].[K+].[NH:13]1[CH2:17][CH2:16][CH2:15][CH2:14]1, predict the reaction product. The product is: [Br-:1].[N+:13]12([CH2:17][CH2:16][CH2:15][CH2:14]1)[CH2:5][CH2:4][CH2:3][CH2:2]2. (2) Given the reactants C([O:8][C:9]1[CH:14]=[CH:13][C:12]([N:15]2[N:19]=[CH:18][CH:17]=[N:16]2)=[CH:11][CH:10]=1)C1C=CC=CC=1, predict the reaction product. The product is: [N:16]1[N:15]([C:12]2[CH:11]=[CH:10][C:9]([OH:8])=[CH:14][CH:13]=2)[N:19]=[CH:18][CH:17]=1. (3) Given the reactants [NH:1]1[C:9]2[C:4](=[CH:5][CH:6]=[C:7](C=O)[CH:8]=2)[CH:3]=[CH:2]1.C(O)(=O)C.NC[C@@H](O)[C@@H](NC(=O)OC(C)(C)C)CC1C=C(F)C=C(F)C=1.[BH4-].[Na+], predict the reaction product. The product is: [NH:1]1[C:9]2[C:4](=[CH:5][CH:6]=[CH:7][CH:8]=2)[CH:3]=[CH:2]1. (4) Given the reactants Cl.[F:2][C:3]([F:48])([F:47])[CH2:4][CH2:5][S:6]([O:9][C:10]1[CH:15]=[CH:14][C:13]([C:16]2[N:20]([C:21]3[CH:26]=[CH:25][C:24]([Cl:27])=[CH:23][C:22]=3[Cl:28])[N:19]=[C:18]([C:29]([NH:31][C@H:32]3[CH2:37][CH2:36][CH2:35][C@H:34]([NH:38]C(OC(C)(C)C)=O)[CH2:33]3)=[O:30])[C:17]=2[CH3:46])=[CH:12][CH:11]=1)(=[O:8])=[O:7], predict the reaction product. The product is: [ClH:27].[F:48][C:3]([F:2])([F:47])[CH2:4][CH2:5][S:6]([O:9][C:10]1[CH:15]=[CH:14][C:13]([C:16]2[N:20]([C:21]3[CH:26]=[CH:25][C:24]([Cl:27])=[CH:23][C:22]=3[Cl:28])[N:19]=[C:18]([C:29]([NH:31][C@H:32]3[CH2:37][CH2:36][CH2:35][C@H:34]([NH2:38])[CH2:33]3)=[O:30])[C:17]=2[CH3:46])=[CH:12][CH:11]=1)(=[O:8])=[O:7]. (5) Given the reactants [N+:1]([C:4]1[CH:12]=[CH:11][CH:10]=[C:9]2[C:5]=1[CH:6]=[CH:7][NH:8]2)([O-:3])=[O:2].[CH3:13][C:14]([O:17][C:18](O[C:18]([O:17][C:14]([CH3:16])([CH3:15])[CH3:13])=[O:19])=[O:19])([CH3:16])[CH3:15], predict the reaction product. The product is: [C:18]([N:8]1[C:9]2[C:5](=[C:4]([N+:1]([O-:3])=[O:2])[CH:12]=[CH:11][CH:10]=2)[CH:6]=[CH:7]1)([O:17][C:14]([CH3:16])([CH3:15])[CH3:13])=[O:19]. (6) The product is: [OH:54][CH2:53][CH2:52][CH2:51][CH2:50][NH:49][C:8](=[O:10])[C:7]1[CH:6]=[CH:5][C:4]([O:3][CH2:1][CH3:2])=[CH:12][CH:11]=1. Given the reactants [CH2:1]([O:3][C:4]1[CH:12]=[CH:11][C:7]([C:8]([OH:10])=O)=[CH:6][CH:5]=1)[CH3:2].FC1C=CC2C(N3CCCN(CCCCNC(C4C=C5C(=CC=4)NC=C5)=O)CC3)=CSC=2C=1.C(=O)=O.[NH2:49][CH2:50][CH2:51][CH2:52][CH2:53][OH:54], predict the reaction product. (7) The product is: [CH3:1][O:2][C:3]1[CH:4]=[C:5]2[C:10](=[CH:11][C:12]=1[O:13][CH3:14])[N:9]=[C:8]([CH3:15])[N:7]=[C:6]2[O:16][C:17]1[CH:18]=[CH:19][C:20]([NH2:23])=[CH:21][CH:22]=1. Given the reactants [CH3:1][O:2][C:3]1[CH:4]=[C:5]2[C:10](=[CH:11][C:12]=1[O:13][CH3:14])[N:9]=[C:8]([CH3:15])[N:7]=[C:6]2[O:16][C:17]1[CH:22]=[CH:21][C:20]([N+:23]([O-])=O)=[CH:19][CH:18]=1.C([O-])=O, predict the reaction product.